The task is: Regression. Given a peptide amino acid sequence and an MHC pseudo amino acid sequence, predict their binding affinity value. This is MHC class II binding data.. This data is from Peptide-MHC class II binding affinity with 134,281 pairs from IEDB. (1) The peptide sequence is NYEQQEQASQQILSS. The MHC is DRB1_1302 with pseudo-sequence DRB1_1302. The binding affinity (normalized) is 0.251. (2) The peptide sequence is TEAVQKIATESIVIWGKTPKFRL. The MHC is H-2-IAb with pseudo-sequence H-2-IAb. The binding affinity (normalized) is 0.117. (3) The peptide sequence is LDEVYNAAYNAADHA. The MHC is DRB1_0405 with pseudo-sequence DRB1_0405. The binding affinity (normalized) is 0.697. (4) The peptide sequence is TEYQKTKLNDWDFVV. The MHC is DRB1_1302 with pseudo-sequence DRB1_1302. The binding affinity (normalized) is 0.0956.